Predict the product of the given reaction. From a dataset of Forward reaction prediction with 1.9M reactions from USPTO patents (1976-2016). (1) Given the reactants C1OC2C(=CSC=2)[O:3]C1CO.[CH:12]1([N:18]=[C:19]=[N:20][CH:21]2[CH2:26][CH2:25][CH2:24][CH2:23][CH2:22]2)[CH2:17][CH2:16][CH2:15][CH2:14][CH2:13]1.C(C1C=CC(C2C=CC(OC(CC)C(O)=O)=CC=2)=CC=1)#N, predict the reaction product. The product is: [CH:21]1([NH:20][C:19]([NH:18][CH:12]2[CH2:13][CH2:14][CH2:15][CH2:16][CH2:17]2)=[O:3])[CH2:26][CH2:25][CH2:24][CH2:23][CH2:22]1. (2) Given the reactants [F:1][C:2]([F:26])([F:25])[C:3]1[CH:4]=[C:5]([CH:22]=[CH:23][CH:24]=1)[CH2:6][CH:7]1[CH2:12][CH2:11][N:10]([C:13]2[S:14][C:15]([C:18]([O:20]C)=O)=[CH:16][N:17]=2)[CH2:9][CH2:8]1.[NH3:27], predict the reaction product. The product is: [F:1][C:2]([F:26])([F:25])[C:3]1[CH:4]=[C:5]([CH:22]=[CH:23][CH:24]=1)[CH2:6][CH:7]1[CH2:12][CH2:11][N:10]([C:13]2[S:14][C:15]([C:18]([NH2:27])=[O:20])=[CH:16][N:17]=2)[CH2:9][CH2:8]1. (3) Given the reactants [NH2:1][C:2]1[C:7]([O:8][CH3:9])=[CH:6][CH:5]=[CH:4][C:3]=1[C:10]([OH:15])([CH2:13][CH3:14])[CH2:11][CH3:12].[C:16]([O:20][C:21](=[O:29])[NH:22][C:23]([CH3:28])([CH3:27])[CH2:24][CH:25]=O)([CH3:19])([CH3:18])[CH3:17], predict the reaction product. The product is: [C:16]([O:20][C:21](=[O:29])[NH:22][C:23]([CH3:28])([CH3:27])[CH2:24][CH2:25][NH:1][C:2]1[C:7]([O:8][CH3:9])=[CH:6][CH:5]=[CH:4][C:3]=1[C:10]([CH2:13][CH3:14])([OH:15])[CH2:11][CH3:12])([CH3:19])([CH3:18])[CH3:17]. (4) Given the reactants [Cl:1][C:2]1[CH:3]=[N+:4]([O-:39])[CH:5]=[C:6]([Cl:38])[C:7]=1[CH2:8][C@@H:9]([C:23]1[CH:28]=[CH:27][C:26]([O:29][CH:30]([F:32])[F:31])=[C:25]([O:33][CH2:34][CH:35]2[CH2:37][CH2:36]2)[CH:24]=1)[O:10][C:11](OC1C=CC([N+]([O-])=O)=CC=1)=[O:12].[CH3:40][O:41][C:42]1[CH:47]=[CH:46][C:45]([CH2:48][NH:49][CH3:50])=[CH:44][C:43]=1[NH:51][S:52]([CH3:55])(=[O:54])=[O:53].CCOCC.CCCCCC, predict the reaction product. The product is: [Cl:1][C:2]1[CH:3]=[N+:4]([O-:39])[CH:5]=[C:6]([Cl:38])[C:7]=1[CH2:8][C@@H:9]([C:23]1[CH:28]=[CH:27][C:26]([O:29][CH:30]([F:31])[F:32])=[C:25]([O:33][CH2:34][CH:35]2[CH2:36][CH2:37]2)[CH:24]=1)[O:10][C:11](=[O:12])[N:49]([CH2:48][C:45]1[CH:46]=[CH:47][C:42]([O:41][CH3:40])=[C:43]([NH:51][S:52]([CH3:55])(=[O:54])=[O:53])[CH:44]=1)[CH3:50]. (5) Given the reactants [CH3:1][O:2][CH2:3][CH2:4][NH:5][C:6]([C:8]1[CH:9]=[C:10]([CH:13]=[CH:14][CH:15]=1)[CH:11]=O)=[O:7].[C:16]([C:19]1[C:20](=[O:30])[NH:21][C:22]2[C:27]([C:28]=1[OH:29])=[CH:26][CH:25]=[CH:24][N:23]=2)(=[O:18])[CH3:17].N1CCCCC1.CN(C)C=O, predict the reaction product. The product is: [OH:29][C:28]1[C:27]2[C:22](=[N:23][CH:24]=[CH:25][CH:26]=2)[NH:21][C:20](=[O:30])[C:19]=1[C:16](=[O:18])[CH:17]=[CH:11][C:10]1[CH:13]=[CH:14][CH:15]=[C:8]([C:6]([NH:5][CH2:4][CH2:3][O:2][CH3:1])=[O:7])[CH:9]=1.